This data is from PAMPA (Parallel Artificial Membrane Permeability Assay) permeability data from NCATS. The task is: Regression/Classification. Given a drug SMILES string, predict its absorption, distribution, metabolism, or excretion properties. Task type varies by dataset: regression for continuous measurements (e.g., permeability, clearance, half-life) or binary classification for categorical outcomes (e.g., BBB penetration, CYP inhibition). Dataset: pampa_ncats. The compound is CC1=CC(=NC2=C(C=NN12)C(=O)NC3=CC=C(C=C3)C#C)C. The result is 1 (high permeability).